From a dataset of HIV replication inhibition screening data with 41,000+ compounds from the AIDS Antiviral Screen. Binary Classification. Given a drug SMILES string, predict its activity (active/inactive) in a high-throughput screening assay against a specified biological target. The molecule is CC1=CC(C)(C)NC(=S)N1c1ccc(C)c(N2C(=S)NC(C)(C)C=C2C)c1. The result is 0 (inactive).